From a dataset of Acute oral toxicity (LD50) regression data from Zhu et al.. Regression/Classification. Given a drug SMILES string, predict its toxicity properties. Task type varies by dataset: regression for continuous values (e.g., LD50, hERG inhibition percentage) or binary classification for toxic/non-toxic outcomes (e.g., AMES mutagenicity, cardiotoxicity, hepatotoxicity). Dataset: ld50_zhu. (1) The molecule is CN(C)C(=S)N(C)C. The rat oral LD50 is 2.16, given as -log10 of the dose in mol/kg body weight (higher means more acutely toxic). (2) The rat oral LD50 is 2.16, given as -log10 of the dose in mol/kg body weight (higher means more acutely toxic). The drug is O=C(O)CCC1(CCC(=O)O)c2ccccc2-c2ccccc21. (3) The molecule is CC(C)(C)C(=O)C(Oc1ccc(Cl)cc1)n1ccnc1. The rat oral LD50 is 2.86, given as -log10 of the dose in mol/kg body weight (higher means more acutely toxic). (4) The molecule is CCCCC(CC)C(=O)OCCOCCOCCOC(=O)C(CC)CCCC. The rat oral LD50 is 1.11, given as -log10 of the dose in mol/kg body weight (higher means more acutely toxic). (5) The molecule is O=C1OCc2c(Cl)c(Cl)c(Cl)c(Cl)c21. The rat oral LD50 is 1.13, given as -log10 of the dose in mol/kg body weight (higher means more acutely toxic).